From a dataset of Catalyst prediction with 721,799 reactions and 888 catalyst types from USPTO. Predict which catalyst facilitates the given reaction. (1) Reactant: Br[C:2]1[N:7]2[N:8]=[C:9]([CH2:14][CH3:15])[C:10]([N+:11]([O-:13])=[O:12])=[C:6]2[CH:5]=[CH:4][CH:3]=1.[CH3:16][O:17][C:18]1[CH:23]=[C:22]([CH2:24][O:25][CH3:26])[CH:21]=[C:20]([O:27][CH3:28])[C:19]=1OB(O)O.O.O.O.O.O.O.O.O.[OH-].[Ba+2].[OH-].C(OCC)(=O)C. Product: [CH3:28][O:27][C:20]1[CH:21]=[C:22]([CH2:24][O:25][CH3:26])[CH:23]=[C:18]([O:17][CH3:16])[C:19]=1[C:2]1[N:7]2[N:8]=[C:9]([CH2:14][CH3:15])[C:10]([N+:11]([O-:13])=[O:12])=[C:6]2[CH:5]=[CH:4][CH:3]=1. The catalyst class is: 108. (2) Reactant: [CH2:1]([O:3][C:4]1[CH:9]=[C:8]([CH:10]([OH:17])[C:11]2[CH:16]=[CH:15][CH:14]=[CH:13][N:12]=2)[CH:7]=[CH:6][C:5]=1[OH:18])[CH3:2].Br[CH2:20][C:21]([O:23][CH2:24][CH3:25])=[O:22].C(=O)([O-])[O-].[K+].[K+].O. Product: [CH2:1]([O:3][C:4]1[CH:9]=[C:8]([CH:10]([OH:17])[C:11]2[CH:16]=[CH:15][CH:14]=[CH:13][N:12]=2)[CH:7]=[CH:6][C:5]=1[O:18][CH2:20][C:21]([O:23][CH2:24][CH3:25])=[O:22])[CH3:2]. The catalyst class is: 9. (3) Reactant: [CH3:1][C:2]([CH3:29])([CH3:28])[C:3]([O:5][CH2:6][N:7]1[CH:11]=[N:10][C:9]([C:12]2[CH:13]=[C:14]([C:18]3[CH:23]=[C:22]([F:24])[C:21]([CH:25]=O)=[C:20]([F:27])[CH:19]=3)[CH:15]=[CH:16][CH:17]=2)=[N:8]1)=[O:4].[NH2:30][CH:31]1[CH2:39][C:38]2[C:33](=[CH:34][CH:35]=[CH:36][CH:37]=2)[CH2:32]1.CC(O)=O.[BH-](OC(C)=O)(OC(C)=O)OC(C)=O.[Na+]. Product: [CH3:29][C:2]([CH3:1])([CH3:28])[C:3]([O:5][CH2:6][N:7]1[CH:11]=[N:10][C:9]([C:12]2[CH:13]=[C:14]([C:18]3[CH:23]=[C:22]([F:24])[C:21]([CH2:25][NH:30][CH:31]4[CH2:39][C:38]5[C:33](=[CH:34][CH:35]=[CH:36][CH:37]=5)[CH2:32]4)=[C:20]([F:27])[CH:19]=3)[CH:15]=[CH:16][CH:17]=2)=[N:8]1)=[O:4]. The catalyst class is: 48. (4) Reactant: [C:1]1([N:7]=[C:8]=[O:9])[CH:6]=[CH:5][CH:4]=[CH:3][CH:2]=1.Cl.[NH2:11][C@H:12]([CH:28]([CH3:30])[CH3:29])[C:13]([N:15]1[CH2:20][CH2:19][CH:18]([C:21]2[CH:26]=[CH:25][C:24]([Cl:27])=[CH:23][CH:22]=2)[CH2:17][CH2:16]1)=[O:14].O1CCOCC1. Product: [Cl:27][C:24]1[CH:25]=[CH:26][C:21]([CH:18]2[CH2:17][CH2:16][N:15]([C:13](=[O:14])[C@H:12]([NH:11][C:8]([NH:7][C:1]3[CH:6]=[CH:5][CH:4]=[CH:3][CH:2]=3)=[O:9])[CH:28]([CH3:30])[CH3:29])[CH2:20][CH2:19]2)=[CH:22][CH:23]=1. The catalyst class is: 5. (5) Reactant: [F:1][C:2]1[CH:7]=[CH:6][C:5]([CH:8]=[CH:9][C:10]2[CH:19]=[CH:18][C:13]([C:14]([O:16][CH3:17])=[O:15])=[CH:12][C:11]=2[C:20]([O:22][CH3:23])=[O:21])=[CH:4][CH:3]=1. Product: [F:1][C:2]1[CH:3]=[CH:4][C:5]([CH2:8][CH2:9][C:10]2[CH:19]=[CH:18][C:13]([C:14]([O:16][CH3:17])=[O:15])=[CH:12][C:11]=2[C:20]([O:22][CH3:23])=[O:21])=[CH:6][CH:7]=1. The catalyst class is: 153. (6) Reactant: [CH3:1][C:2]1[CH:3]=[CH:4][CH:5]=[C:6]2[C:11]=1[N:10]=[C:9]([C:12]1[CH:17]=[CH:16][CH:15]=[CH:14][C:13]=1[C:18]([F:21])([F:20])[F:19])[C:8]([CH:22]=O)=[CH:7]2.CC1C=CC=C2C=1N=C(C1C=CC=CC=1C(F)(F)F)C(CO)=C2.O=S(Cl)[Cl:49]. Product: [Cl:49][CH2:22][C:8]1[C:9]([C:12]2[CH:17]=[CH:16][CH:15]=[CH:14][C:13]=2[C:18]([F:20])([F:21])[F:19])=[N:10][C:11]2[C:6]([CH:7]=1)=[CH:5][CH:4]=[CH:3][C:2]=2[CH3:1]. The catalyst class is: 396. (7) Product: [F:21][C:10]([C@@H:9]([NH:8][C:6](=[O:7])[O:5][C:1]([CH3:4])([CH3:3])[CH3:2])[CH2:13][CH3:14])=[O:11]. Reactant: [C:1]([O:5][C:6]([NH:8][C@@H:9]([CH2:13][CH3:14])[C:10](O)=[O:11])=[O:7])([CH3:4])([CH3:3])[CH3:2].N1C=CC=CC=1.[F:21]C1N=C(F)N=C(F)N=1. The catalyst class is: 2. (8) Reactant: [Br:1][C:2]1[CH:3]=[C:4]([NH2:8])[CH:5]=[N:6][CH:7]=1.C(N(CC)CC)C.[C:16]1([S:22](Cl)(=[O:24])=[O:23])[CH:21]=[CH:20][CH:19]=[CH:18][CH:17]=1.[OH-].[Na+]. The catalyst class is: 98. Product: [Br:1][C:2]1[CH:3]=[C:4]([NH:8][S:22]([C:16]2[CH:21]=[CH:20][CH:19]=[CH:18][CH:17]=2)(=[O:24])=[O:23])[CH:5]=[N:6][CH:7]=1. (9) Reactant: [CH:1]1([C:5]2[C:13]([C:14]3[NH:18][CH:17]=[N:16][N:15]=3)=[CH:12][C:8]([C:9]([OH:11])=O)=[C:7]([CH3:19])[CH:6]=2)[CH2:4][CH2:3][CH2:2]1.[F:20][C:21]1([C:27]2[CH:34]=[CH:33][C:30]([C:31]#[N:32])=[CH:29][CH:28]=2)[CH2:26][CH2:25][NH:24][CH2:23][CH2:22]1.O.ON1C2C=CC=CC=2N=N1.Cl.C(N=C=NCCCN(C)C)C.CCN(C(C)C)C(C)C. Product: [CH:1]1([C:5]2[C:13]([C:14]3[NH:18][CH:17]=[N:16][N:15]=3)=[CH:12][C:8]([C:9]([N:24]3[CH2:25][CH2:26][C:21]([C:27]4[CH:34]=[CH:33][C:30]([C:31]#[N:32])=[CH:29][CH:28]=4)([F:20])[CH2:22][CH2:23]3)=[O:11])=[C:7]([CH3:19])[CH:6]=2)[CH2:2][CH2:3][CH2:4]1. The catalyst class is: 399.